Dataset: Catalyst prediction with 721,799 reactions and 888 catalyst types from USPTO. Task: Predict which catalyst facilitates the given reaction. (1) Reactant: [N:1]([C@H:4]1[CH2:8][N:7]([C:9]([O:11][C:12]([CH3:15])([CH3:14])[CH3:13])=[O:10])[C@@H:6]([CH2:16][C:17]#[N:18])[CH2:5]1)=[N+]=[N-]. Product: [NH2:1][C@H:4]1[CH2:8][N:7]([C:9]([O:11][C:12]([CH3:13])([CH3:14])[CH3:15])=[O:10])[C@@H:6]([CH2:16][C:17]#[N:18])[CH2:5]1. The catalyst class is: 19. (2) Reactant: Br[CH2:2][C:3]([C:5]1[C:10]([CH3:11])=[CH:9][C:8]([S:12][C:13]2[CH:18]=[CH:17][C:16]([CH3:19])=[CH:15][CH:14]=2)=[CH:7][C:6]=1[CH3:20])=O.[NH2:21][C:22]([NH2:24])=[S:23]. Product: [CH3:20][C:6]1[CH:7]=[C:8]([S:12][C:13]2[CH:18]=[CH:17][C:16]([CH3:19])=[CH:15][CH:14]=2)[CH:9]=[C:10]([CH3:11])[C:5]=1[C:3]1[N:21]=[C:22]([NH2:24])[S:23][CH:2]=1. The catalyst class is: 14. (3) Reactant: [F:1][C:2]([F:20])([F:19])[C:3]([N:5]1[CH2:11][CH:10]([CH3:12])[C:9]2[CH:13]=[C:14]([I:18])[C:15]([OH:17])=[CH:16][C:8]=2[CH2:7][CH2:6]1)=[O:4].[CH2:21](Br)[CH:22]=[CH2:23].C1CCN2C(=NCCC2)CC1. Product: [F:20][C:2]([F:19])([F:1])[C:3]([N:5]1[CH2:11][CH:10]([CH3:12])[C:9]2[CH:13]=[C:14]([I:18])[C:15]([O:17][CH2:23][CH:22]=[CH2:21])=[CH:16][C:8]=2[CH2:7][CH2:6]1)=[O:4]. The catalyst class is: 317. (4) Reactant: [OH-].[Na+].C[O:4][C:5]([C:7]1[N:8]=[CH:9][N:10]([CH2:18][C:19]2[CH:24]=[C:23]([C:25]([F:28])([F:27])[F:26])[CH:22]=[C:21]([C:29]([F:32])([F:31])[F:30])[CH:20]=2)[C:11]=1[C:12]1[CH:17]=[CH:16][CH:15]=[CH:14][CH:13]=1)=[O:6]. Product: [F:32][C:29]([F:30])([F:31])[C:21]1[CH:20]=[C:19]([CH:24]=[C:23]([C:25]([F:26])([F:27])[F:28])[CH:22]=1)[CH2:18][N:10]1[C:11]([C:12]2[CH:17]=[CH:16][CH:15]=[CH:14][CH:13]=2)=[C:7]([C:5]([OH:6])=[O:4])[N:8]=[CH:9]1. The catalyst class is: 14. (5) Reactant: [NH2:1][C:2]1[S:3][CH:4]=[C:5](/[C:7](=[N:11]/[O:12][CH3:13])/[C:8]([OH:10])=[O:9])[N:6]=1.C1C(=O)N([Cl:21])C(=O)C1. Product: [NH2:1][C:2]1[S:3][C:4]([Cl:21])=[C:5](/[C:7](=[N:11]/[O:12][CH3:13])/[C:8]([OH:10])=[O:9])[N:6]=1. The catalyst class is: 3. (6) Reactant: [NH2:1][C:2]1[C:9]([N+:10]([O-:12])=[O:11])=[CH:8][C:5]([C:6]#[N:7])=[C:4]([F:13])[CH:3]=1.[H-].[Na+].[C:16](O[C:16]([O:18][C:19]([CH3:22])([CH3:21])[CH3:20])=[O:17])([O:18][C:19]([CH3:22])([CH3:21])[CH3:20])=[O:17]. Product: [C:6]([C:5]1[C:4]([F:13])=[CH:3][C:2]([NH:1][C:16](=[O:17])[O:18][C:19]([CH3:22])([CH3:21])[CH3:20])=[C:9]([N+:10]([O-:12])=[O:11])[CH:8]=1)#[N:7]. The catalyst class is: 527. (7) Reactant: [Cl:1][C:2]1[CH:3]=[C:4]([CH2:9][N:10]2[C:14]([CH3:15])=[C:13]([NH2:16])[N:12]=[N:11]2)[CH:5]=[CH:6][C:7]=1[Cl:8].[CH3:17][O:18][C:19]1[CH:30]=[CH:29][C:22]2[N:23]=[C:24]([C:26](N)=[O:27])[S:25][C:21]=2[CH:20]=1.CN(C(ON1N=NC2C=CC=NC1=2)=[N+](C)C)C.F[P-](F)(F)(F)(F)F.CCN(C(C)C)C(C)C. Product: [Cl:1][C:2]1[CH:3]=[C:4]([CH2:9][N:10]2[C:14]([CH3:15])=[C:13]([NH:16][C:26]([C:24]3[S:25][C:21]4[CH:20]=[C:19]([O:18][CH3:17])[CH:30]=[CH:29][C:22]=4[N:23]=3)=[O:27])[N:12]=[N:11]2)[CH:5]=[CH:6][C:7]=1[Cl:8]. The catalyst class is: 3.